Binary Classification. Given a miRNA mature sequence and a target amino acid sequence, predict their likelihood of interaction. From a dataset of Experimentally validated miRNA-target interactions with 360,000+ pairs, plus equal number of negative samples. (1) The miRNA is hsa-miR-544b with sequence ACCUGAGGUUGUGCAUUUCUAA. The protein sequence of the target gene is MEPAQQPPPQPAPQGPAPPSVSPAGTPAAPPAPPAGHQVVHVRGDSETDLEALFNAVMNPKTANVPQTVPMRLRKLPDSFFKPPEPKSHSRQASTDAGTAGALTPQHVRAHSSPASLQLGAVSPGTLTASGVVSGPAAAPAAQHLRQSSFEIPDDVPLPAGWEMAKTSSGQRYFLNHNDQTTTWQDPRKAMLSQLNVPAPASPAVPQTLMNSASGPLPDGWEQAMTQDGEVYYINHKNKTTSWLDPRLDPRFAMNQRITQSAPVKQPPPLAPQSPQGGVLGGGSSNQQQQIQLQQLQMEK.... Result: 0 (no interaction). (2) Result: 0 (no interaction). The miRNA is hsa-miR-610 with sequence UGAGCUAAAUGUGUGCUGGGA. The protein sequence of the target gene is MDVAAAALPAFVALWLLYPWPLLGSALGQFSAGGCTFDDGPGACDYHQDLYDDFEWVHVSAQEPHYLPPEMPQGSYMVVDSSNHDPGEKARLQLPTMKENDTHCIDFSYLLYSQKGLNPGTLNILVRVNKGPLANPIWNVTGFTGRDWLRAELAVSTFWPNEYQVIFEAEVSGGRSGYIAIDDIQVLSYPCDKSPHFLRLGDVEVNAGQNATFQCIATGRDAVHNKLWLQRRNGEDIPVAQTKNINHRRFAASFRLQEVTKTDQDLYRCVTQSERGSGVSNFAQLIVREPPRPIAPPQLL.... (3) The miRNA is hsa-miR-6855-5p with sequence UUGGGGUUUGGGGUGCAGACAUUGC. The protein sequence of the target gene is MAAVTVNSAKRGLRAELKQRLRALSAEERLRQSLLLTQKVIAHNQYQNSKRISIFLSMQDEVETEVIIKDIFKQGKICFIPRYQFQSNHMDMVRLTSSEEIALLPKTSWNIHQPGEGDVREEALSTGGLDLIFLPGLGFDKDGNRLGRGKGYYDTYLKRCVQHQEVKPYTMALAFKEQICPQIPVDEHDMKVDEVLYEDSPAS. Result: 0 (no interaction). (4) The miRNA is hsa-miR-5698 with sequence UGGGGGAGUGCAGUGAUUGUGG. The protein sequence of the target gene is MSRHEGVSCDACLKGNFRGRRYKCLICYDYDLCASCYESGATTTRHTTDHPMQCILTRVDFDLYYGGEAFSVEQPQSFTCPYCGKMGYTETSLQEHVTSEHAETSTEVICPICAALPGGDPNHVTDDFAAHLTLEHRAPRDLDESSGVRHVRRMFHPGRGLGGPRARRSNMHFTSSSTGGLSSSQSSYSPSNREAMDPIAELLSQLSGVRRSAGGQLNSSGPSASQLQQLQMQLQLERQHAQAARQQLETARNATRRTNTSSVTTTITQSTATTNIANTESSQQTLQNSQFLLTRLNDPK.... Result: 1 (interaction). (5) The miRNA is hsa-miR-4670-3p with sequence UGAAGUUACAUCAUGGUCGCUU. The protein sequence of the target gene is MQVSRVLAALCGMLLCASGLFAASGDFCDSSLCLNGGTCLTGQDNDIYCLCPEGFTGLVCNETERGPCSPNPCYNDAKCLVTLDTQRGDIFTEYICQCPVGYSGIHCETETNYYNLDGEYMFTTAVPNTAVPTPAPTPDLSNNLASRCSTQLGMEGGAIADSQISASSVYMGFMGLQRWGPELARLYRTGIVNAWTASNYDSKPWIQVNLLRKMRVSGVMTQGASRAGRAEYLKTFKVAYSLDGRKFEFIQDESGGDKEFLGNLDNNSLKVNMFNPTLEAQYIKLYPVSCHRGCTLRFEL.... Result: 0 (no interaction). (6) The protein sequence of the target gene is MSLGRLCRLLKPALLCGALAAPGLAGTMCASRDDWRCARSMHEFSAKDIDGHMVNLDKYRGFVCIVTNVASQUGKTEVNYTQLVDLHARYAECGLRILAFPCNQFGKQEPGSNEEIKEFAAGYNVKFDMFSKICVNGDDAHPLWKWMKIQPKGKGILGNAIKWNFTKFLIDKNGCVVKRYGPMEEPLVIEKDLPHYF. The miRNA is hsa-miR-6814-5p with sequence UCCCAAGGGUGAGAUGCUGCCA. Result: 0 (no interaction). (7) The miRNA is mmu-miR-320-3p with sequence AAAAGCUGGGUUGAGAGGGCGA. The protein sequence of the target gene is MALSGSTPAPCWEEDECLDYYGMLSLHRMFEVVGGQLTECELELLAFLLDEAPGAAGGLARARSGLELLLELERRGQCDESNLRLLGQLLRVLARHDLLPHLARKRRRPVSPERYSYGTSSSSKRTEGSCRRRRQSSSSANSQQGQWETGSPPTKRQRRSRGRPSGGARRRRRGAPAAPQQQSEPARPSSEGKVTCDIRLRVRAEYCEHGPALEQGVASRRPQALARQLDVFGQATAVLRSRDLGSVVCDIKFSELSYLDAFWGDYLSGALLQALRGVFLTEALREAVGREAVRLLVSVD.... Result: 0 (no interaction). (8) The miRNA is hsa-miR-3943 with sequence UAGCCCCCAGGCUUCACUUGGCG. The protein sequence of the target gene is MVGFGANRRAGRLPSLVLVVLLVVIVVLAFNYWSISSRHVLLQEEVAELQGQVQRTEVARGRLEKRNSDLLLLVDTHKKQIDQKEADYGRLSSRLQAREGLGKRCEDDKVKLQNNISYQMADIHHLKEQLAELRQEFLRQEDQLQDYRKNNTYLVKRLEYESFQCGQQMKELRAQHEENIKKLADQFLEEQKQETQKIQSNDGKELDINNQVVPKNIPKVAENVADKNEEPSSNHIPHGKEQIKRGGDAGMPGIEENDLAKVDDLPPALRKPPISVSQHESHQAISHLPTGQPLSPNMPP.... Result: 0 (no interaction). (9) The miRNA is mmu-miR-3079-5p with sequence UUUGAUCUGAUGAGCUAAGCUGG. The protein sequence of the target gene is MSGPTDETAGDLPVKDTGLNLFGMGGLQETSTTRTMKSRQAVSRVSREELEDRFLRLHDENILLKQHARKQEDKIKRMATKLIRLVNDKKRYERVGGGPKRLGRDVEMEEMIEQLQEKVHELEKQNETLKNRLISAKQQLQTQGYRQTPYNNVQSRINTGRRKANENAGLQECPRKGIKFQDADVAETPHPMFTKYGNSLLEEARGEIRNLENVIQSQRGQIEELEHLAEILKTQLRRKENEIELSLLQLREQQATDQRSNIRDNVEMIKLHKQLVEKSNALSAMEGKFIQLQEKQRTLR.... Result: 0 (no interaction). (10) The miRNA is hsa-let-7b-5p with sequence UGAGGUAGUAGGUUGUGUGGUU. The protein sequence of the target gene is MAAVLQRVERLSNRVVRVLGCNPGPMTLQGTNTYLVGTGPRRILIDTGEPAIPEYISCLKQALTEFNTAIQEIVVTHWHRDHSGGIGDICKSINNDTTYCIKKLPRNPQREEIIGNGEQQYVYLKDGDVIKTEGATLRVLYTPGHTDDHMALLLEEENAIFSGDCILGEGTTVFEDLYDYMNSLKELLKIKADIIYPGHGPVIHNAEAKIQQYISHRNIREQQILTLFRENFEKSFTVMELVKIIYKNTPENLHEMAKHNLLLHLKKLEKEGKIFSNTDPDKKWKAHL. Result: 1 (interaction).